Dataset: TCR-epitope binding with 47,182 pairs between 192 epitopes and 23,139 TCRs. Task: Binary Classification. Given a T-cell receptor sequence (or CDR3 region) and an epitope sequence, predict whether binding occurs between them. (1) The epitope is LLLGIGILV. The TCR CDR3 sequence is CASSDPVRGLEQYF. Result: 1 (the TCR binds to the epitope). (2) The epitope is LLALHRSYL. The TCR CDR3 sequence is CSASERSTTLGQTTQYF. Result: 0 (the TCR does not bind to the epitope).